From a dataset of Full USPTO retrosynthesis dataset with 1.9M reactions from patents (1976-2016). Predict the reactants needed to synthesize the given product. (1) Given the product [OH:8][CH2:9][C:10]([C:13]1[S:17][C:16]([NH:18][C:19](=[O:37])[CH:20]([NH:24][CH:25]2[CH2:34][CH2:33][C:32]3[C:27](=[C:28]([F:36])[CH:29]=[C:30]([F:35])[CH:31]=3)[CH2:26]2)[CH2:21][CH2:22][CH3:23])=[N:15][N:14]=1)([CH3:11])[CH3:12], predict the reactants needed to synthesize it. The reactants are: C([O:8][CH2:9][C:10]([C:13]1[S:17][C:16]([NH:18][C:19](=[O:37])[CH:20]([NH:24][CH:25]2[CH2:34][CH2:33][C:32]3[C:27](=[C:28]([F:36])[CH:29]=[C:30]([F:35])[CH:31]=3)[CH2:26]2)[CH2:21][CH2:22][CH3:23])=[N:15][N:14]=1)([CH3:12])[CH3:11])C1C=CC=CC=1. (2) Given the product [CH2:10]([O:12][C:13]1[CH:18]=[C:17]([C:2]2[CH:9]=[CH:8][C:5]([CH:6]=[O:7])=[CH:4][CH:3]=2)[CH:16]=[CH:15][CH:14]=1)[CH3:11], predict the reactants needed to synthesize it. The reactants are: Br[C:2]1[CH:9]=[CH:8][C:5]([CH:6]=[O:7])=[CH:4][CH:3]=1.[CH2:10]([O:12][C:13]1[CH:14]=[C:15](B(O)O)[CH:16]=[CH:17][CH:18]=1)[CH3:11].C(=O)([O-])[O-].[Na+].[Na+]. (3) Given the product [Br:1][C:2]1[CH:7]=[C:6]2[C:5]([CH:11]=[CH:12][CH:13]=[N:8]2)=[C:4]([F:15])[CH:3]=1, predict the reactants needed to synthesize it. The reactants are: [Br:1][C:2]1[CH:7]=[C:6]([N+:8]([O-])=O)[C:5](/[CH:11]=[CH:12]/[CH:13]=O)=[C:4]([F:15])[CH:3]=1.[Cl-].[NH4+]. (4) Given the product [O:1]1[CH2:2][CH:3]([N:5]([C:6]2[CH:7]=[N:8][CH:9]=[CH:10][C:11]=2[C:12]2[CH:17]=[CH:16][CH:15]=[CH:14][C:13]=2[CH3:18])[C:24](=[O:25])[C:23]2[CH:27]=[C:28]([C:30]([F:31])([F:32])[F:33])[CH:29]=[C:21]([C:20]([F:19])([F:34])[F:35])[CH:22]=2)[CH2:4]1, predict the reactants needed to synthesize it. The reactants are: [O:1]1[CH2:4][CH:3]([NH:5][C:6]2[CH:7]=[N:8][CH:9]=[CH:10][C:11]=2[C:12]2[CH:17]=[CH:16][CH:15]=[CH:14][C:13]=2[CH3:18])[CH2:2]1.[F:19][C:20]([F:35])([F:34])[C:21]1[CH:22]=[C:23]([CH:27]=[C:28]([C:30]([F:33])([F:32])[F:31])[CH:29]=1)[C:24](Cl)=[O:25].